Task: Predict the reactants needed to synthesize the given product.. Dataset: Full USPTO retrosynthesis dataset with 1.9M reactions from patents (1976-2016) (1) Given the product [NH2:18][C:9]1[C:8]2[N:7]=[C:6]([CH3:19])[N:5]([CH2:4][CH2:3][CH2:2][NH:1][C:20](=[O:24])[CH:21]([CH3:23])[CH3:22])[C:17]=2[C:16]2[CH:15]=[CH:14][CH:13]=[CH:12][C:11]=2[N:10]=1, predict the reactants needed to synthesize it. The reactants are: [NH2:1][CH2:2][CH2:3][CH2:4][N:5]1[C:17]2[C:16]3[CH:15]=[CH:14][CH:13]=[CH:12][C:11]=3[N:10]=[C:9]([NH2:18])[C:8]=2[N:7]=[C:6]1[CH3:19].[C:20](Cl)(=[O:24])[CH:21]([CH3:23])[CH3:22]. (2) The reactants are: [CH3:1][O:2][C:3]1[CH:22]=[CH:21][C:6]([CH2:7][C@@H:8]2[C:12]3=[N:13][C:14]4[CH:19]=[CH:18][CH:17]=[CH:16][C:15]=4[N:11]3[C:10](=[O:20])[NH:9]2)=[CH:5][CH:4]=1.[NH2:23][C@H:24]([CH3:33])[C@H:25]([C:27]1[CH:32]=[CH:31][CH:30]=[CH:29][CH:28]=1)[OH:26].C(O)(C(F)(F)F)=O. Given the product [NH:11]1[C:15]2[CH:16]=[CH:17][CH:18]=[CH:19][C:14]=2[N:13]=[C:12]1[C@H:8]([NH:9][C:10]([NH:23][C@H:24]([CH3:33])[C@@H:25]([OH:26])[C:27]1[CH:28]=[CH:29][CH:30]=[CH:31][CH:32]=1)=[O:20])[CH2:7][C:6]1[CH:5]=[CH:4][C:3]([O:2][CH3:1])=[CH:22][CH:21]=1, predict the reactants needed to synthesize it. (3) The reactants are: [OH:1][C@H:2]([CH2:6][O:7][CH2:8][C:9]1[CH:14]=[CH:13][C:12](/[CH:15]=[CH:16]/[CH2:17][N:18]2[CH:22]=[CH:21][CH:20]=[C:19]2[C:23](=[O:31])[C:24]2[CH:29]=[CH:28][C:27]([CH3:30])=[CH:26][CH:25]=2)=[CH:11][CH:10]=1)[C:3]([OH:5])=[O:4].[H-].[Na+].[CH3:34]I.S([O-])(O)(=O)=O.[K+]. Given the product [CH3:34][O:1][C@H:2]([CH2:6][O:7][CH2:8][C:9]1[CH:10]=[CH:11][C:12](/[CH:15]=[CH:16]/[CH2:17][N:18]2[CH:22]=[CH:21][CH:20]=[C:19]2[C:23](=[O:31])[C:24]2[CH:25]=[CH:26][C:27]([CH3:30])=[CH:28][CH:29]=2)=[CH:13][CH:14]=1)[C:3]([OH:5])=[O:4], predict the reactants needed to synthesize it. (4) Given the product [Cl:1][C:2]1[CH:7]=[CH:6][N:5]=[C:4]([CH2:8][NH:9][C:10]2[O:11][C:12]3[C:18]([O:19][CH3:20])=[CH:17][C:16]([C:21]([N:27]4[C:28]([CH3:32])([CH3:31])[CH2:29][O:30][CH:25]([CH3:24])[CH2:26]4)=[O:23])=[CH:15][C:13]=3[N:14]=2)[CH:3]=1, predict the reactants needed to synthesize it. The reactants are: [Cl:1][C:2]1[CH:7]=[CH:6][N:5]=[C:4]([CH2:8][NH:9][C:10]2[O:11][C:12]3[C:18]([O:19][CH3:20])=[CH:17][C:16]([C:21]([OH:23])=O)=[CH:15][C:13]=3[N:14]=2)[CH:3]=1.[CH3:24][CH:25]1[O:30][CH2:29][C:28]([CH3:32])([CH3:31])[NH:27][CH2:26]1.C(N(CC)C(C)C)(C)C.CN(C(ON1N=NC2C=CC=NC1=2)=[N+](C)C)C.F[P-](F)(F)(F)(F)F. (5) Given the product [Br:7][CH:8]=[CH:33][C:32]1[CH:35]=[CH:36][C:29]([CH3:28])=[N:30][CH:31]=1, predict the reactants needed to synthesize it. The reactants are: CC(C)([O-])C.[Br-].[Br:7][CH2:8][P+](C1C=CC=CC=1)(C1C=CC=CC=1)C1C=CC=CC=1.[CH3:28][C:29]1[CH:36]=[CH:35][C:32]([CH:33]=O)=[CH:31][N:30]=1. (6) Given the product [F:13][C:7]1[C:5]2[N:6]=[C:2]([NH:17][CH:14]([CH3:16])[CH3:15])[S:3][C:4]=2[CH:10]=[C:9]([CH:11]=[O:12])[CH:8]=1, predict the reactants needed to synthesize it. The reactants are: Br[C:2]1[S:3][C:4]2[CH:10]=[C:9]([CH:11]=[O:12])[CH:8]=[C:7]([F:13])[C:5]=2[N:6]=1.[CH:14]([NH2:17])([CH3:16])[CH3:15].Cl.C([O-])(O)=O.[Na+].